Dataset: Retrosynthesis with 50K atom-mapped reactions and 10 reaction types from USPTO. Task: Predict the reactants needed to synthesize the given product. (1) Given the product O=C(O)CCCCc1ccc2cncn2c1, predict the reactants needed to synthesize it. The reactants are: COC(=O)CCCCc1ccc2cncn2c1. (2) Given the product C[Si](C)(Cn1ccnc1)c1ccc(Cl)cc1Cl, predict the reactants needed to synthesize it. The reactants are: C[Si](C)(CCl)c1ccc(Cl)cc1Cl.c1c[nH]cn1. (3) Given the product COC(=O)C1CCN(C(=O)OC)C(Cc2ccc(OC(F)(F)F)cc2)C1, predict the reactants needed to synthesize it. The reactants are: COC(=O)C1CCNC(Cc2ccc(OC(F)(F)F)cc2)C1.COC(=O)Cl. (4) Given the product CCc1cc(Br)ccc1NC(=O)Nc1cc(C)ccc1F, predict the reactants needed to synthesize it. The reactants are: CCc1cc(Br)ccc1N.Cc1ccc(F)c(N=C=O)c1. (5) Given the product N#Cc1ccc(N)cc1-c1ccccc1, predict the reactants needed to synthesize it. The reactants are: N#Cc1ccc(N)cc1Cl.OB(O)c1ccccc1. (6) The reactants are: CCOC(=O)c1ccc2c(c1)C=CCO2. Given the product O=C(O)c1ccc2c(c1)C=CCO2, predict the reactants needed to synthesize it. (7) Given the product CC(C)C[C@H](NC(=O)c1cc2ccccc2s1)C(=O)NCCCNS(=O)(=O)c1ccc(Cl)cc1Cl, predict the reactants needed to synthesize it. The reactants are: CC(C)C[C@H](NC(=O)c1cc2ccccc2s1)C(=O)NCCCN.O=S(=O)(Cl)c1ccc(Cl)cc1Cl. (8) Given the product N#CCN1c2ccccc2C2CCCC21, predict the reactants needed to synthesize it. The reactants are: N#CCCl.c1ccc2c(c1)NC1CCCC21. (9) Given the product CCn1cc(-c2ccc(Cl)cc2Cl)nc1/C=C/c1ccc2cc(O)ccc2c1, predict the reactants needed to synthesize it. The reactants are: CCn1cc(-c2ccc(Cl)cc2Cl)nc1/C=C/c1ccc2cc(OCc3ccccc3)ccc2c1. (10) Given the product CCCc1cc(N2CC[C@H](NC(C)=O)C2)nc(Cl)n1, predict the reactants needed to synthesize it. The reactants are: CC(=O)N[C@H]1CCNC1.CCCc1cc(Cl)nc(Cl)n1.